Predict the product of the given reaction. From a dataset of Forward reaction prediction with 1.9M reactions from USPTO patents (1976-2016). Given the reactants Br[C:2]1[CH:3]=[C:4]([CH:27]=[CH:28][CH:29]=1)[C:5]([NH:7][C:8]1[C:17]2[C:12](=[CH:13][CH:14]=[CH:15][CH:16]=2)[C:11]([O:18][CH2:19][CH2:20][N:21]2[CH2:26][CH2:25][O:24][CH2:23][CH2:22]2)=[CH:10][CH:9]=1)=[O:6].[F:30][C:31]1[CH:36]=[CH:35][CH:34]=[CH:33][C:32]=1B(O)O, predict the reaction product. The product is: [N:21]1([CH2:20][CH2:19][O:18][C:11]2[C:12]3[C:17](=[CH:16][CH:15]=[CH:14][CH:13]=3)[C:8]([NH:7][C:5]([C:4]3[CH:3]=[C:2]([C:32]4[CH:33]=[CH:34][CH:35]=[CH:36][C:31]=4[F:30])[CH:29]=[CH:28][CH:27]=3)=[O:6])=[CH:9][CH:10]=2)[CH2:26][CH2:25][O:24][CH2:23][CH2:22]1.